Dataset: Forward reaction prediction with 1.9M reactions from USPTO patents (1976-2016). Task: Predict the product of the given reaction. Given the reactants [CH3:1][C:2]1[N:3]([CH2:30][C:31]([O:33]CC)=[O:32])[C:4]2[CH2:5][C:6]([CH3:29])([CH3:28])[CH2:7][C:8](=[O:27])[C:9]=2[C:10]=1[CH2:11][C:12]1[CH:17]=[CH:16][C:15]([S:18]([N:21]2[CH2:26][CH2:25][O:24][CH2:23][CH2:22]2)(=[O:20])=[O:19])=[CH:14][CH:13]=1.[OH-].[Na+], predict the reaction product. The product is: [CH3:1][C:2]1[N:3]([CH2:30][C:31]([OH:33])=[O:32])[C:4]2[CH2:5][C:6]([CH3:29])([CH3:28])[CH2:7][C:8](=[O:27])[C:9]=2[C:10]=1[CH2:11][C:12]1[CH:17]=[CH:16][C:15]([S:18]([N:21]2[CH2:26][CH2:25][O:24][CH2:23][CH2:22]2)(=[O:20])=[O:19])=[CH:14][CH:13]=1.